This data is from Peptide-MHC class I binding affinity with 185,985 pairs from IEDB/IMGT. The task is: Regression. Given a peptide amino acid sequence and an MHC pseudo amino acid sequence, predict their binding affinity value. This is MHC class I binding data. (1) The peptide sequence is KSLYNTIAVLY. The MHC is HLA-B08:01 with pseudo-sequence HLA-B08:01. The binding affinity (normalized) is 0.0847. (2) The peptide sequence is PVSAMVRMY. The MHC is HLA-A29:02 with pseudo-sequence HLA-A29:02. The binding affinity (normalized) is 0.269. (3) The peptide sequence is IIIPFIAYFV. The MHC is HLA-A68:02 with pseudo-sequence HLA-A68:02. The binding affinity (normalized) is 0.873. (4) The peptide sequence is LMANLAPHL. The MHC is HLA-A30:02 with pseudo-sequence HLA-A30:02. The binding affinity (normalized) is 0.132. (5) The peptide sequence is FGPSNWHFM. The MHC is H-2-Db with pseudo-sequence H-2-Db. The binding affinity (normalized) is 1.00. (6) The peptide sequence is LPVEYLQVP. The MHC is HLA-A02:06 with pseudo-sequence HLA-A02:06. The binding affinity (normalized) is 0. (7) The peptide sequence is VSDGGPNLY. The MHC is HLA-A02:03 with pseudo-sequence HLA-A02:03. The binding affinity (normalized) is 0.0847.